This data is from Forward reaction prediction with 1.9M reactions from USPTO patents (1976-2016). The task is: Predict the product of the given reaction. (1) Given the reactants C([O-])(=O)C.[NH4+:5].[CH2:6]([O:13][C:14](=[O:39])[NH:15][CH2:16][CH:17]1[CH2:22][CH2:21][CH:20]([C:23](=O)[NH:24][CH2:25][C:26](=O)[C:27]2[CH:32]=[CH:31][CH:30]=[C:29]([C:33]([F:36])([F:35])[F:34])[CH:28]=2)[CH2:19][CH2:18]1)[C:7]1[CH:12]=[CH:11][CH:10]=[CH:9][CH:8]=1, predict the reaction product. The product is: [CH2:6]([O:13][C:14](=[O:39])[NH:15][CH2:16][CH:17]1[CH2:22][CH2:21][CH:20]([C:23]2[NH:24][CH:25]=[C:26]([C:27]3[CH:32]=[CH:31][CH:30]=[C:29]([C:33]([F:36])([F:35])[F:34])[CH:28]=3)[N:5]=2)[CH2:19][CH2:18]1)[C:7]1[CH:12]=[CH:11][CH:10]=[CH:9][CH:8]=1. (2) Given the reactants [CH2:1]=[C:2]([C:4]1[N:5]=[CH:6][C:7]([O:10][C@H:11]2[CH2:32][N:14]3[CH2:15][CH2:16][N:17]([C:19](=[O:31])[CH2:20][C:21]4[CH:26]=[CH:25][CH:24]=[C:23]([C:27]([F:30])([F:29])[F:28])[CH:22]=4)[CH2:18][C@@H:13]3[CH2:12]2)=[N:8][CH:9]=1)[CH3:3], predict the reaction product. The product is: [CH:2]([C:4]1[N:5]=[CH:6][C:7]([O:10][C@H:11]2[CH2:32][N:14]3[CH2:15][CH2:16][N:17]([C:19](=[O:31])[CH2:20][C:21]4[CH:26]=[CH:25][CH:24]=[C:23]([C:27]([F:30])([F:28])[F:29])[CH:22]=4)[CH2:18][C@@H:13]3[CH2:12]2)=[N:8][CH:9]=1)([CH3:3])[CH3:1]. (3) Given the reactants [I-].[CH3:2][S+](C)(C)=O.[CH2:7]([O:14][CH2:15][CH2:16][CH:17]1[CH2:19][O:18]1)[C:8]1[CH:13]=[CH:12][CH:11]=[CH:10][CH:9]=1, predict the reaction product. The product is: [CH2:7]([O:14][CH2:15][CH2:16][CH:17]1[CH2:19][CH2:2][O:18]1)[C:8]1[CH:9]=[CH:10][CH:11]=[CH:12][CH:13]=1.